Dataset: Catalyst prediction with 721,799 reactions and 888 catalyst types from USPTO. Task: Predict which catalyst facilitates the given reaction. (1) Reactant: C([O:3][C:4](=[O:14])[C:5]1[C:10]([CH3:11])=[CH:9][CH:8]=[CH:7][C:6]=1[O:12][CH3:13])C.[OH-].[Na+]. Product: [CH3:13][O:12][C:6]1[CH:7]=[CH:8][CH:9]=[C:10]([CH3:11])[C:5]=1[C:4]([OH:14])=[O:3]. The catalyst class is: 14. (2) Reactant: I[C:2]1[CH:3]=[CH:4][C:5]2[N:6]([CH:8]=[C:9]([NH:11][C:12](=[O:16])[CH2:13][O:14][CH3:15])[N:10]=2)[N:7]=1.C(=O)([O-])[O-].[K+].[K+].[NH2:23][C:24]1[CH:25]=[C:26]([OH:30])[CH:27]=[CH:28][CH:29]=1. Product: [NH2:23][C:24]1[CH:25]=[C:26]([CH:27]=[CH:28][CH:29]=1)[O:30][C:2]1[CH:3]=[CH:4][C:5]2[N:6]([CH:8]=[C:9]([NH:11][C:12](=[O:16])[CH2:13][O:14][CH3:15])[N:10]=2)[N:7]=1. The catalyst class is: 9. (3) Reactant: Cl.[NH2:2][CH:3]([C:10]([F:13])([F:12])[F:11])[CH2:4][C:5]([O:7][CH2:8][CH3:9])=[O:6].C(N(CC)CC)C.[C:21](O[C:21]([O:23][C:24]([CH3:27])([CH3:26])[CH3:25])=[O:22])([O:23][C:24]([CH3:27])([CH3:26])[CH3:25])=[O:22]. Product: [C:24]([O:23][C:21]([NH:2][CH:3]([C:10]([F:11])([F:12])[F:13])[CH2:4][C:5]([O:7][CH2:8][CH3:9])=[O:6])=[O:22])([CH3:27])([CH3:26])[CH3:25]. The catalyst class is: 1. (4) Reactant: [CH2:1]([N:8]1[C:12](=[O:13])[C:11](=[CH:14][C:15]2[CH:20]=[CH:19][CH:18]=[CH:17][C:16]=2[O:21]C)[N:10]=[C:9]1[CH3:23])[C:2]1[CH:7]=[CH:6][CH:5]=[CH:4][CH:3]=1.B(Br)(Br)Br. Product: [CH2:1]([N:8]1[C:12](=[O:13])[C:11](=[CH:14][C:15]2[CH:20]=[CH:19][CH:18]=[CH:17][C:16]=2[OH:21])[N:10]=[C:9]1[CH3:23])[C:2]1[CH:3]=[CH:4][CH:5]=[CH:6][CH:7]=1. The catalyst class is: 4. (5) Reactant: [OH:1][C:2]1[CH:7]=[CH:6][C:5]([OH:8])=[CH:4][C:3]=1[C:9](=[O:11])[CH3:10].[CH3:12][O:13][CH2:14][CH2:15]Br.C(=O)([O-])[O-].[K+].[K+]. Product: [OH:1][C:2]1[CH:7]=[CH:6][C:5]([O:8][CH2:15][CH2:14][O:13][CH3:12])=[CH:4][C:3]=1[C:9](=[O:11])[CH3:10]. The catalyst class is: 10.